This data is from Catalyst prediction with 721,799 reactions and 888 catalyst types from USPTO. The task is: Predict which catalyst facilitates the given reaction. (1) Reactant: Br[C:2]1[C:3]([NH:8][C:9]2[CH:14]=[CH:13][CH:12]=[CH:11][C:10]=2[O:15][CH3:16])=[N:4][CH:5]=[CH:6][CH:7]=1.C1(P(C2CCCCC2)C2C=CC=CC=2C2C=CC=CC=2)CCCCC1.CN(C)C(=O)C.C1CCN2C(=NCCC2)CC1. Product: [CH3:16][O:15][C:10]1[CH:11]=[CH:12][CH:13]=[C:14]2[C:9]=1[NH:8][C:3]1[N:4]=[CH:5][CH:6]=[CH:7][C:2]2=1. The catalyst class is: 713. (2) Reactant: [N:1]1([C:7]([O:9][C:10]([CH3:13])([CH3:12])[CH3:11])=[O:8])[CH2:6][CH2:5][NH:4][CH2:3][CH2:2]1.C(P(C(C)(C)C)C1C=CC=CC=1C1C=CC=CC=1)(C)(C)C.C(=O)([O-])[O-].[Cs+].[Cs+].Br[C:42]1[CH:43]=[C:44]([CH:71]=[CH:72][CH:73]=1)[CH2:45][N:46]1[CH:51]=[C:50]([C:52]2[O:56][N:55]=[C:54]([C:57]3[CH:62]=[CH:61][C:60]([C:63]([CH3:69])([CH3:68])[C:64]([F:67])([F:66])[F:65])=[CH:59][CH:58]=3)[N:53]=2)[CH:49]=[CH:48][C:47]1=[O:70]. Product: [O:70]=[C:47]1[CH:48]=[CH:49][C:50]([C:52]2[O:56][N:55]=[C:54]([C:57]3[CH:58]=[CH:59][C:60]([C:63]([CH3:68])([CH3:69])[C:64]([F:67])([F:66])[F:65])=[CH:61][CH:62]=3)[N:53]=2)=[CH:51][N:46]1[CH2:45][C:44]1[CH:71]=[C:72]([N:4]2[CH2:5][CH2:6][N:1]([C:7]([O:9][C:10]([CH3:13])([CH3:12])[CH3:11])=[O:8])[CH2:2][CH2:3]2)[CH:73]=[CH:42][CH:43]=1. The catalyst class is: 164.